Dataset: Full USPTO retrosynthesis dataset with 1.9M reactions from patents (1976-2016). Task: Predict the reactants needed to synthesize the given product. (1) Given the product [Br:1][C:2]1[CH:3]=[C:4]([C:8]2([CH:9]([F:11])[F:10])[NH:14][C:15](=[O:18])[CH2:16][O:13][CH2:12]2)[CH:5]=[CH:6][CH:7]=1, predict the reactants needed to synthesize it. The reactants are: [Br:1][C:2]1[CH:3]=[C:4]([C:8]([NH:14][C:15](=[O:18])[CH2:16]Cl)([CH2:12][OH:13])[CH:9]([F:11])[F:10])[CH:5]=[CH:6][CH:7]=1.CC(C)([O-])C.[K+].O. (2) The reactants are: [CH3:1][O:2][C:3](=[O:21])[CH:4]([OH:20])[CH2:5][C:6]1[CH:11]=[CH:10][C:9]([O:12][CH2:13][C:14]2[CH:19]=[CH:18][CH:17]=[CH:16][CH:15]=2)=[CH:8][CH:7]=1.[C:22]1(O)[CH:27]=[CH:26][CH:25]=[CH:24][CH:23]=1. Given the product [CH3:1][O:2][C:3](=[O:21])[CH:4]([O:20][C:22]1[CH:27]=[CH:26][CH:25]=[CH:24][CH:23]=1)[CH2:5][C:6]1[CH:11]=[CH:10][C:9]([O:12][CH2:13][C:14]2[CH:19]=[CH:18][CH:17]=[CH:16][CH:15]=2)=[CH:8][CH:7]=1, predict the reactants needed to synthesize it. (3) Given the product [Cl:18][CH2:17][CH2:16][CH2:15][CH2:14][O:1][C:2]1[CH:11]=[C:10]2[C:5]([CH2:6][CH2:7][C:8](=[O:12])[NH:9]2)=[CH:4][CH:3]=1, predict the reactants needed to synthesize it. The reactants are: [OH:1][C:2]1[CH:11]=[C:10]2[C:5]([CH2:6][CH2:7][C:8](=[O:12])[NH:9]2)=[CH:4][CH:3]=1.Br[CH2:14][CH2:15][CH2:16][CH2:17][Cl:18].C(=O)([O-])[O-].[K+].[K+].[OH-].[Na+]. (4) Given the product [Cl:1][C:2]1[C:7]([F:8])=[CH:6][CH:5]=[C:4]([Cl:9])[C:3]=1[CH:10]=[O:11], predict the reactants needed to synthesize it. The reactants are: [Cl:1][C:2]1[C:7]([F:8])=[CH:6][CH:5]=[C:4]([Cl:9])[C:3]=1[CH2:10][OH:11].[Cr](O[Cr]([O-])(=O)=O)([O-])(=O)=O.[NH+]1C=CC=CC=1.[NH+]1C=CC=CC=1. (5) Given the product [CH2:19]([O:18][C:16]([CH:15]1[CH2:21][CH2:22][N:12]([C:2]([O:4][CH2:5][C:6]2[CH:11]=[CH:10][CH:9]=[CH:8][CH:7]=2)=[O:3])[CH2:13][CH2:14]1)=[O:17])[CH3:20], predict the reactants needed to synthesize it. The reactants are: Cl[C:2]([O:4][CH2:5][C:6]1[CH:11]=[CH:10][CH:9]=[CH:8][CH:7]=1)=[O:3].[NH:12]1[CH2:22][CH2:21][CH:15]([C:16]([O:18][CH2:19][CH3:20])=[O:17])[CH2:14][CH2:13]1.C(=O)([O-])[O-].[Na+].[Na+]. (6) Given the product [CH3:1][S:4]([C:7]1[C:12]2[N:13]([CH2:16][CH2:17][OH:18])[CH:14]=[N:15][C:11]=2[CH:10]=[CH:9][CH:8]=1)(=[O:5])=[O:6], predict the reactants needed to synthesize it. The reactants are: [CH2:1]([S:4]([C:7]1[C:12]2[N:13]([CH2:16][C:17](O)=[O:18])[CH:14]=[N:15][C:11]=2[CH:10]=[CH:9][CH:8]=1)(=[O:6])=[O:5])CC.ClC1C(SC)=CC=CC=1[N+]([O-])=O. (7) Given the product [Br:10][C:11]1[S:15][N:14]=[CH:13][C:12]=1[N+:6]([O-:9])=[O:7], predict the reactants needed to synthesize it. The reactants are: OS(O)(=O)=O.[N+:6]([O-:9])(O)=[O:7].[Br:10][C:11]1[S:15][N:14]=[CH:13][CH:12]=1.[Br-].